From a dataset of Retrosynthesis with 50K atom-mapped reactions and 10 reaction types from USPTO. Predict the reactants needed to synthesize the given product. (1) Given the product COC(=O)c1ccccc1CSc1ccc(CC(=O)O)cc1, predict the reactants needed to synthesize it. The reactants are: COC(=O)c1ccccc1CBr.O=C(O)Cc1ccc(S)cc1. (2) Given the product CS(=O)(=O)OCCCCCCCCCCCCN, predict the reactants needed to synthesize it. The reactants are: CC(C)(C)OC(=O)NCCCCCCCCCCCCOS(C)(=O)=O. (3) The reactants are: Clc1cccc2c(-c3ccnc(NC4CCCC4)n3)c(-c3ccco3)nn12.NC1CC1. Given the product c1coc(-c2nn3c(NC4CC4)cccc3c2-c2ccnc(NC3CCCC3)n2)c1, predict the reactants needed to synthesize it.